This data is from Full USPTO retrosynthesis dataset with 1.9M reactions from patents (1976-2016). The task is: Predict the reactants needed to synthesize the given product. (1) The reactants are: [C:1]([O:5][C:6]([NH:8][CH:9]1[CH:14](OS(C)(=O)=O)[CH2:13][CH2:12][CH:11]([C:20]([O:22][CH2:23][CH3:24])=[O:21])[CH2:10]1)=[O:7])([CH3:4])([CH3:3])[CH3:2].[N-:25]=[N+:26]=[N-:27].[Na+]. Given the product [N:25]([CH:14]1[CH2:13][CH2:12][CH:11]([C:20]([O:22][CH2:23][CH3:24])=[O:21])[CH2:10][CH:9]1[NH:8][C:6]([O:5][C:1]([CH3:4])([CH3:3])[CH3:2])=[O:7])=[N+:26]=[N-:27], predict the reactants needed to synthesize it. (2) Given the product [CH:1]([NH:4][C:5]([C:7]1[CH:8]=[C:9]([CH:13]2[C:22]([CH3:23])([CH3:24])[CH2:21][C:20]3[C:15](=[CH:16][CH:17]=[C:18]([C:25]([OH:27])=[O:26])[CH:19]=3)[NH:14]2)[CH:10]=[CH:11][CH:12]=1)=[O:6])([CH3:3])[CH3:2], predict the reactants needed to synthesize it. The reactants are: [CH:1]([NH:4][C:5]([C:7]1[CH:8]=[C:9]([CH:13]2[C:22]([CH3:24])([CH3:23])[CH2:21][C:20]3[C:15](=[CH:16][CH:17]=[C:18]([C:25]([O:27]C)=[O:26])[CH:19]=3)[NH:14]2)[CH:10]=[CH:11][CH:12]=1)=[O:6])([CH3:3])[CH3:2].[OH-].[Na+].C(OCC)(=O)C.Cl.